Dataset: Catalyst prediction with 721,799 reactions and 888 catalyst types from USPTO. Task: Predict which catalyst facilitates the given reaction. Reactant: [C:1]([O:5][C:6]([N:8]1[CH2:13][CH2:12][CH:11]([C:14]([OH:16])=O)[CH2:10][CH2:9]1)=[O:7])([CH3:4])([CH3:3])[CH3:2].[NH2:17][C@H:18]1[CH2:22][CH2:21][N:20]([CH2:23][C:24]2[CH:29]=[CH:28][CH:27]=[CH:26][CH:25]=2)[CH2:19]1.Cl.CN(C)CCCN=C=NCC. Product: [C:1]([O:5][C:6]([N:8]1[CH2:9][CH2:10][CH:11]([C:14](=[O:16])[NH:17][C@H:18]2[CH2:22][CH2:21][N:20]([CH2:23][C:24]3[CH:29]=[CH:28][CH:27]=[CH:26][CH:25]=3)[CH2:19]2)[CH2:12][CH2:13]1)=[O:7])([CH3:2])([CH3:3])[CH3:4]. The catalyst class is: 112.